Dataset: Full USPTO retrosynthesis dataset with 1.9M reactions from patents (1976-2016). Task: Predict the reactants needed to synthesize the given product. (1) Given the product [NH:10]([C:11](=[O:43])[CH2:12][CH2:13][C@H:14]([NH:22][C:23]([C:25]1[S:26][C:27]([CH:30]([C:37]2[CH:38]=[CH:39][CH:40]=[CH:41][CH:42]=2)[C:31]2[CH:32]=[CH:33][CH:34]=[CH:35][CH:36]=2)=[CH:28][CH:29]=1)=[O:24])[C:15]([OH:17])=[O:16])[C:9]([NH2:44])=[NH:8].[C:45]([OH:51])([C:47]([F:50])([F:49])[F:48])=[O:46], predict the reactants needed to synthesize it. The reactants are: C(OC([NH:8][C:9](=[NH:44])[NH:10][C:11](=[O:43])[CH2:12][CH2:13][C@H:14]([NH:22][C:23]([C:25]1[S:26][C:27]([CH:30]([C:37]2[CH:42]=[CH:41][CH:40]=[CH:39][CH:38]=2)[C:31]2[CH:36]=[CH:35][CH:34]=[CH:33][CH:32]=2)=[CH:28][CH:29]=1)=[O:24])[C:15]([O:17]C(C)(C)C)=[O:16])=O)(C)(C)C.[C:45]([OH:51])([C:47]([F:50])([F:49])[F:48])=[O:46].C([SiH](CC)CC)C. (2) Given the product [Cl:1][C:2]1[CH:3]=[C:4]([C:9]2[CH:13]=[C:12]([C:14]3[CH:15]=[CH:16][C:17]([O:20][CH3:21])=[CH:18][CH:19]=3)[N:11]([CH2:22][C:23]3[CH:31]=[CH:30][C:26]([C:27]([NH:38][CH2:37][C:36]4[NH:45][N:33]=[N:34][N:35]=4)=[O:29])=[CH:25][CH:24]=3)[N:10]=2)[CH:5]=[C:6]([Cl:8])[CH:7]=1, predict the reactants needed to synthesize it. The reactants are: [Cl:1][C:2]1[CH:3]=[C:4]([C:9]2[CH:13]=[C:12]([C:14]3[CH:19]=[CH:18][C:17]([O:20][CH3:21])=[CH:16][CH:15]=3)[N:11]([CH2:22][C:23]3[CH:31]=[CH:30][C:26]([C:27]([OH:29])=O)=[CH:25][CH:24]=3)[N:10]=2)[CH:5]=[C:6]([Cl:8])[CH:7]=1.O[N:33]1[C:37]2[N:38]=CC=C[C:36]=2[N:35]=[N:34]1.C([N:45](CC)C(C)C)(C)C.Cl.CN(C)CCCN=C=NCC. (3) Given the product [CH:1]1([N:7]2[CH2:13][C:12]([F:14])([F:15])[C:11](=[O:16])[N:10]([CH3:17])[C:9]3[CH:18]=[N:19][C:20]([NH:22][C:23]4[CH:31]=[CH:30][C:26]([C:27]([NH:65][CH2:64][CH2:63][N:58]5[CH2:62][CH2:61][CH2:60][CH2:59]5)=[O:29])=[CH:25][C:24]=4[O:32][CH3:33])=[N:21][C:8]2=3)[CH2:6][CH2:5][CH2:4][CH2:3][CH2:2]1, predict the reactants needed to synthesize it. The reactants are: [CH:1]1([N:7]2[CH2:13][C:12]([F:15])([F:14])[C:11](=[O:16])[N:10]([CH3:17])[C:9]3[CH:18]=[N:19][C:20]([NH:22][C:23]4[CH:31]=[CH:30][C:26]([C:27]([OH:29])=O)=[CH:25][C:24]=4[O:32][CH3:33])=[N:21][C:8]2=3)[CH2:6][CH2:5][CH2:4][CH2:3][CH2:2]1.CN(C(ON1N=NC2C=CC=NC1=2)=[N+](C)C)C.F[P-](F)(F)(F)(F)F.[N:58]1([CH2:63][CH2:64][NH2:65])[CH2:62][CH2:61][CH2:60][CH2:59]1. (4) Given the product [C:1]([O:5][C:6](=[O:26])[C:7]1[CH:12]=[CH:11][C:10]([CH2:13][N:14]2[CH:23]=[CH:22][C:21]3[C:16](=[CH:17][C:18]([C:35]#[C:36][CH2:42][N:43]4[CH:46]=[CH:30][N:31]=[CH:44]4)=[CH:19][N:20]=3)[C:15]2=[O:25])=[CH:9][CH:8]=1)([CH3:4])([CH3:3])[CH3:2], predict the reactants needed to synthesize it. The reactants are: [C:1]([O:5][C:6](=[O:26])[C:7]1[CH:12]=[CH:11][C:10]([CH2:13][N:14]2[CH:23]=[CH:22][C:21]3[C:16](=[CH:17][C:18](Br)=[CH:19][N:20]=3)[C:15]2=[O:25])=[CH:9][CH:8]=1)([CH3:4])([CH3:3])[CH3:2].C([CH:30]1C=NN=[N:31]1)C#C.[CH2:35](N(CC)CC)[CH3:36].[CH3:42][N:43]([CH3:46])[CH:44]=O. (5) Given the product [Cl:26][C:27]1[N:28]=[C:29]([N:50]2[CH2:51][CH2:52][C:48]([F:53])([F:47])[CH2:49]2)[C:30]2[N:35]=[N:34][N:33]([CH2:36][C:37]3[CH:42]=[CH:41][C:40]([O:43][CH3:44])=[CH:39][CH:38]=3)[C:31]=2[N:32]=1, predict the reactants needed to synthesize it. The reactants are: ClC1N=C(N2CC[C@H](O)C2)C2N=NN(CC3C=CC(OC)=CC=3)C=2N=1.[Cl:26][C:27]1[N:28]=[C:29](Cl)[C:30]2[N:35]=[N:34][N:33]([CH2:36][C:37]3[CH:42]=[CH:41][C:40]([O:43][CH3:44])=[CH:39][CH:38]=3)[C:31]=2[N:32]=1.Cl.[F:47][C:48]1([F:53])[CH2:52][CH2:51][NH:50][CH2:49]1.